Dataset: NCI-60 drug combinations with 297,098 pairs across 59 cell lines. Task: Regression. Given two drug SMILES strings and cell line genomic features, predict the synergy score measuring deviation from expected non-interaction effect. (1) Synergy scores: CSS=54.2, Synergy_ZIP=7.74, Synergy_Bliss=7.89, Synergy_Loewe=1.51, Synergy_HSA=6.27. Cell line: U251. Drug 2: CCCCC(=O)OCC(=O)C1(CC(C2=C(C1)C(=C3C(=C2O)C(=O)C4=C(C3=O)C=CC=C4OC)O)OC5CC(C(C(O5)C)O)NC(=O)C(F)(F)F)O. Drug 1: CCN(CC)CCNC(=O)C1=C(NC(=C1C)C=C2C3=C(C=CC(=C3)F)NC2=O)C. (2) Drug 1: CN1C(=O)N2C=NC(=C2N=N1)C(=O)N. Drug 2: CC1C(C(CC(O1)OC2CC(CC3=C2C(=C4C(=C3O)C(=O)C5=C(C4=O)C(=CC=C5)OC)O)(C(=O)CO)O)N)O.Cl. Cell line: TK-10. Synergy scores: CSS=27.4, Synergy_ZIP=-3.00, Synergy_Bliss=-1.16, Synergy_Loewe=-11.4, Synergy_HSA=0.749. (3) Drug 1: CC1C(C(CC(O1)OC2CC(CC3=C2C(=C4C(=C3O)C(=O)C5=C(C4=O)C(=CC=C5)OC)O)(C(=O)C)O)N)O.Cl. Drug 2: CCC1=C2CN3C(=CC4=C(C3=O)COC(=O)C4(CC)O)C2=NC5=C1C=C(C=C5)O. Cell line: NCI-H226. Synergy scores: CSS=17.1, Synergy_ZIP=-10.3, Synergy_Bliss=-2.50, Synergy_Loewe=-6.98, Synergy_HSA=-0.638.